This data is from Forward reaction prediction with 1.9M reactions from USPTO patents (1976-2016). The task is: Predict the product of the given reaction. Given the reactants [OH:1][C:2]1[CH:7]=[CH:6][C:5]([S:8][C:9]2[N:14]=[C:13]([CH3:15])[C:12]([CH2:16][N:17]3[CH2:22][CH2:21][CH:20]([N:23]4[C@H:27]([C:28]5[CH:33]=[CH:32][CH:31]=[CH:30][CH:29]=5)[CH2:26][NH:25][C:24]4=[O:34])[CH2:19][CH2:18]3)=[CH:11][CH:10]=2)=[CH:4][CH:3]=1.[H-].[Na+].[C:37]([O:41][C:42](=[O:45])[CH2:43]Br)([CH3:40])([CH3:39])[CH3:38], predict the reaction product. The product is: [C:37]([O:41][C:42](=[O:45])[CH2:43][O:1][C:2]1[CH:3]=[CH:4][C:5]([S:8][C:9]2[CH:10]=[CH:11][C:12]([CH2:16][N:17]3[CH2:22][CH2:21][CH:20]([N:23]4[C@H:27]([C:28]5[CH:29]=[CH:30][CH:31]=[CH:32][CH:33]=5)[CH2:26][NH:25][C:24]4=[O:34])[CH2:19][CH2:18]3)=[C:13]([CH3:15])[N:14]=2)=[CH:6][CH:7]=1)([CH3:40])([CH3:39])[CH3:38].